Dataset: Forward reaction prediction with 1.9M reactions from USPTO patents (1976-2016). Task: Predict the product of the given reaction. (1) Given the reactants Cl.[CH3:2][C:3]1[CH:4]=[C:5]([CH:10]=[C:11]([CH3:13])[N:12]=1)[C:6]([NH:8][NH2:9])=[O:7].[CH2:14](C1C=C(C=C(C)N=1)C(O)=O)C, predict the reaction product. The product is: [CH2:13]([C:11]1[CH:10]=[C:5]([CH:4]=[C:3]([CH3:2])[N:12]=1)[C:6]([NH:8][NH2:9])=[O:7])[CH3:14]. (2) Given the reactants [F:1][C:2]1([F:22])[CH2:7][C@@H:6]([C:8]([O:10][CH2:11][CH3:12])=[O:9])[C@@H:5]([NH:13][C@H](C2C=CC=CC=2)C)[CH2:4][CH2:3]1, predict the reaction product. The product is: [NH2:13][C@H:5]1[CH2:4][CH2:3][C:2]([F:22])([F:1])[CH2:7][C@H:6]1[C:8]([O:10][CH2:11][CH3:12])=[O:9]. (3) Given the reactants [C:1]([O:5][C:6]([N:8]1[CH2:13][CH2:12][O:11][CH:10]([CH2:14][OH:15])[CH2:9]1)=[O:7])([CH3:4])([CH3:3])[CH3:2].Cl[CH2:17][C:18]1[S:22][C:21]([C:23]2[CH:28]=[CH:27][C:26]([Cl:29])=[CH:25][CH:24]=2)=[N:20][C:19]=1[CH3:30], predict the reaction product. The product is: [C:1]([O:5][C:6]([N:8]1[CH2:13][CH2:12][O:11][CH:10]([CH2:14][O:15][CH2:17][C:18]2[S:22][C:21]([C:23]3[CH:28]=[CH:27][C:26]([Cl:29])=[CH:25][CH:24]=3)=[N:20][C:19]=2[CH3:30])[CH2:9]1)=[O:7])([CH3:4])([CH3:3])[CH3:2]. (4) Given the reactants Cl[C:2]1[C:11]2[C:6](=[CH:7][C:8]([O:17][CH2:18][CH2:19][O:20][CH3:21])=[C:9]([O:12][CH2:13][CH2:14][O:15][CH3:16])[CH:10]=2)[CH:5]=[C:4]([NH:22][C:23]2[CH:27]=[C:26]([CH3:28])[NH:25][N:24]=2)[N:3]=1, predict the reaction product. The product is: [CH:9]([O:12][C:2]1[C:11]2[C:6](=[CH:7][C:8]([O:17][CH2:18][CH2:19][O:20][CH3:21])=[C:9]([O:12][CH2:13][CH2:14][O:15][CH3:16])[CH:10]=2)[CH:5]=[C:4]([NH:22][C:23]2[CH:27]=[C:26]([CH3:28])[NH:25][N:24]=2)[N:3]=1)([CH3:10])[CH3:8]. (5) Given the reactants [F:1][C:2]1[CH:30]=[CH:29][CH:28]=[CH:27][C:3]=1[CH2:4][N:5]1[C:9]2=[N:10][CH:11]=[CH:12][CH:13]=[C:8]2[C:7]([C:14]2[N:15]=[C:16](I)[C:17]3[C:22]([CH3:24])([CH3:23])[C:21](=[O:25])[NH:20][C:18]=3[N:19]=2)=[N:6]1.[F:31][C:32]([F:41])([F:40])[CH:33]1[CH2:38][NH:37][C:36](=[O:39])[CH2:35][CH2:34]1.C(=O)([O-])[O-].[Cs+].[Cs+].OC1C=CC=CC=1C=NO, predict the reaction product. The product is: [F:1][C:2]1[CH:30]=[CH:29][CH:28]=[CH:27][C:3]=1[CH2:4][N:5]1[C:9]2=[N:10][CH:11]=[CH:12][CH:13]=[C:8]2[C:7]([C:14]2[N:15]=[C:16]([N:37]3[CH2:38][CH:33]([C:32]([F:40])([F:41])[F:31])[CH2:34][CH2:35][C:36]3=[O:39])[C:17]3[C:22]([CH3:24])([CH3:23])[C:21](=[O:25])[NH:20][C:18]=3[N:19]=2)=[N:6]1. (6) The product is: [NH3:1].[CH2:50]([Cl:52])[Cl:51].[N:1]1([CH2:7][CH2:8][CH2:9][O:10][C:11]2[CH:18]=[CH:17][C:14]([CH2:15][N:19]3[CH2:24][CH2:23][CH:22]([N:25]4[C:33]5[C:28](=[CH:29][CH:30]=[CH:31][CH:32]=5)[CH2:27][CH2:26]4)[CH2:21][CH2:20]3)=[CH:13][CH:12]=2)[CH2:6][CH2:5][CH2:4][CH2:3][CH2:2]1. Given the reactants [N:1]1([CH2:7][CH2:8][CH2:9][O:10][C:11]2[CH:18]=[CH:17][C:14]([CH:15]=O)=[CH:13][CH:12]=2)[CH2:6][CH2:5][CH2:4][CH2:3][CH2:2]1.[NH:19]1[CH2:24][CH2:23][CH:22]([N:25]2[C:33]3[C:28](=[CH:29][CH:30]=[CH:31][CH:32]=3)[CH2:27][CH2:26]2)[CH2:21][CH2:20]1.C(O[BH-](OC(=O)C)OC(=O)C)(=O)C.[Na+].[OH-].[Na+].[CH2:50]([Cl:52])[Cl:51], predict the reaction product. (7) Given the reactants C1([N:5]2[CH2:11][CH2:10][C:9]3[CH:12]=[C:13]([O:16][CH:17]4[CH2:22][CH2:21][NH:20][CH2:19][CH2:18]4)[CH:14]=[CH:15][C:8]=3[CH2:7][CH2:6]2)CCC1.CCN(C[C:29]1[CH:34]=[CH:33][CH:32]=CC=1)CC.C=C[C:33]1[CH:32]=CC=[CH:29][CH:34]=1.C=C[C:33]1[CH:32]=CC(C=C)=[CH:29][CH:34]=1.[CH:53]1([C:58](Cl)=[O:59])[CH2:57][CH2:56][CH2:55][CH2:54]1, predict the reaction product. The product is: [CH:32]1([CH:6]2[NH:5][CH2:11][C:10]3[CH:9]=[CH:12][C:13]([O:16][CH:17]4[CH2:18][CH2:19][N:20]([C:58]([CH:53]5[CH2:57][CH2:56][CH2:55][CH2:54]5)=[O:59])[CH2:21][CH2:22]4)=[CH:14][C:15]=3[CH2:8][CH2:7]2)[CH2:33][CH2:34][CH2:29]1. (8) Given the reactants Cl[C:2]1[N:6]([CH3:7])[C:5]2[C:8]([CH:14]([CH2:17][CH3:18])[CH2:15][CH3:16])=[CH:9][CH:10]=[C:11]([O:12][CH3:13])[C:4]=2[N:3]=1.[Cl:19][C:20]1[CH:26]=[C:25]([C:27]([F:30])([F:29])[F:28])[CH:24]=[CH:23][C:21]=1[NH2:22], predict the reaction product. The product is: [Cl:19][C:20]1[CH:26]=[C:25]([C:27]([F:29])([F:30])[F:28])[CH:24]=[CH:23][C:21]=1[NH:22][C:2]1[N:6]([CH3:7])[C:5]2[C:8]([CH:14]([CH2:17][CH3:18])[CH2:15][CH3:16])=[CH:9][CH:10]=[C:11]([O:12][CH3:13])[C:4]=2[N:3]=1. (9) The product is: [NH2:1][C:2]1[C:7]([C:8]([NH:10][CH3:11])=[O:9])=[N:6][C:5]([C:12]2[CH:20]=[CH:19][CH:18]=[C:14]([C:15]([NH:55][CH2:56][C:57]3[CH:62]=[CH:61][C:60]([NH2:63])=[CH:59][CH:58]=3)=[O:17])[CH:13]=2)=[CH:4][N:3]=1. Given the reactants [NH2:1][C:2]1[N:3]=[CH:4][C:5]([C:12]2[CH:13]=[C:14]([CH:18]=[CH:19][CH:20]=2)[C:15]([OH:17])=O)=[N:6][C:7]=1[C:8]([NH:10][CH3:11])=[O:9].C1C=CC2N(O)N=NC=2C=1.CN(C(ON1N=NC2C=CC=CC1=2)=[N+](C)C)C.F[P-](F)(F)(F)(F)F.[NH2:55][CH2:56][C:57]1[CH:62]=[CH:61][C:60]([NH2:63])=[CH:59][CH:58]=1, predict the reaction product.